From a dataset of Full USPTO retrosynthesis dataset with 1.9M reactions from patents (1976-2016). Predict the reactants needed to synthesize the given product. (1) Given the product [CH2:1]([O:8][C:9]([N:11]1[CH2:16][CH2:15][CH2:14][C@@H:13]([CH:17]2[CH2:20][CH2:19][NH:18]2)[CH2:12]1)=[O:10])[C:2]1[CH:3]=[CH:4][CH:5]=[CH:6][CH:7]=1, predict the reactants needed to synthesize it. The reactants are: [CH2:1]([O:8][C:9]([N:11]1[CH2:16][CH2:15][CH2:14][C@@H:13]([CH:17]2[CH2:20][CH2:19][N:18]2CC=C)[CH2:12]1)=[O:10])[C:2]1[CH:7]=[CH:6][CH:5]=[CH:4][CH:3]=1.CN1C(=O)CC(=O)N(C)C1=O. (2) Given the product [CH2:43]([O:42][C:40](=[O:41])[C:39]([CH2:51][O:33][C:32](=[O:34])[CH2:31][C:8]1[CH:9]=[CH:10][C:11]([NH:12][C:13]([C:15]2[C:16]([C:21]3[CH:26]=[CH:25][C:24]([C:27]([F:29])([F:28])[F:30])=[CH:23][CH:22]=3)=[CH:17][CH:18]=[CH:19][CH:20]=2)=[O:14])=[C:6]([C:4]([O:3][CH2:1][CH3:2])=[O:5])[CH:7]=1)([C:45]1[CH:50]=[CH:49][CH:48]=[CH:47][CH:46]=1)[C:38]([O:37][CH2:35][CH3:36])=[O:53])[CH3:44], predict the reactants needed to synthesize it. The reactants are: [CH2:1]([O:3][C:4]([C:6]1[CH:7]=[C:8]([CH2:31][C:32]([OH:34])=[O:33])[CH:9]=[CH:10][C:11]=1[NH:12][C:13]([C:15]1[C:16]([C:21]2[CH:26]=[CH:25][C:24]([C:27]([F:30])([F:29])[F:28])=[CH:23][CH:22]=2)=[CH:17][CH:18]=[CH:19][CH:20]=1)=[O:14])=[O:5])[CH3:2].[CH2:35]([O:37][C:38](=[O:53])[C:39]([CH2:51]O)([C:45]1[CH:50]=[CH:49][CH:48]=[CH:47][CH:46]=1)[C:40]([O:42][CH2:43][CH3:44])=[O:41])[CH3:36].